From a dataset of Reaction yield outcomes from USPTO patents with 853,638 reactions. Predict the reaction yield, written as a fraction of the theoretical maximum amount of product (1.0 means a 100% yield; for example, 0.34 means a 34% yield). (1) The reactants are [OH:1][C:2]([C:23]1[CH:28]=[CH:27][C:26]([O:29]C)=[CH:25][CH:24]=1)([CH3:22])[C:3]([N:5]([C:14]1[CH:19]=[CH:18][C:17]([O:20]C)=[CH:16][CH:15]=1)[C:6]1[CH:11]=[CH:10][C:9]([O:12]C)=[CH:8][CH:7]=1)=[O:4].B(Br)(Br)Br. The catalyst is C(Cl)Cl. The product is [OH:1][C:2]([C:23]1[CH:24]=[CH:25][C:26]([OH:29])=[CH:27][CH:28]=1)([CH3:22])[C:3]([N:5]([C:14]1[CH:19]=[CH:18][C:17]([OH:20])=[CH:16][CH:15]=1)[C:6]1[CH:11]=[CH:10][C:9]([OH:12])=[CH:8][CH:7]=1)=[O:4]. The yield is 0.778. (2) The reactants are [CH3:1][C:2]1[O:6][N:5]=[C:4]([C:7]2[CH:12]=[CH:11][CH:10]=[C:9]([C:13]([F:16])([F:15])[F:14])[CH:8]=2)[C:3]=1[C:17]([OH:19])=O.Cl.C(N=C=NCCCN(C)C)C.[F:32][C:33]1[CH:38]=[CH:37][C:36]([N:39]2[CH2:44][CH2:43][NH:42][CH2:41][CH2:40]2)=[CH:35][CH:34]=1. The catalyst is ClCCl. The product is [F:32][C:33]1[CH:34]=[CH:35][C:36]([N:39]2[CH2:44][CH2:43][N:42]([C:17]([C:3]3[C:4]([C:7]4[CH:12]=[CH:11][CH:10]=[C:9]([C:13]([F:14])([F:15])[F:16])[CH:8]=4)=[N:5][O:6][C:2]=3[CH3:1])=[O:19])[CH2:41][CH2:40]2)=[CH:37][CH:38]=1. The yield is 0.710.